From a dataset of Forward reaction prediction with 1.9M reactions from USPTO patents (1976-2016). Predict the product of the given reaction. Given the reactants [Cl:1][C:2]1[C:3]2[CH:13]=[CH:12][C:11]([F:14])=[CH:10][C:4]=2[S:5][C:6]=1[C:7](Cl)=[O:8].[NH:15]1[CH2:18][CH:17]([CH:19]2[CH2:24][CH2:23][N:22]([C:25]([C:27]3[S:28][CH:29]=[CH:30][N:31]=3)=[O:26])[CH2:21][CH2:20]2)[CH2:16]1.CCN(CC)CC, predict the reaction product. The product is: [Cl:1][C:2]1[C:3]2[CH:13]=[CH:12][C:11]([F:14])=[CH:10][C:4]=2[S:5][C:6]=1[C:7]([N:15]1[CH2:16][CH:17]([CH:19]2[CH2:20][CH2:21][N:22]([C:25]([C:27]3[S:28][CH:29]=[CH:30][N:31]=3)=[O:26])[CH2:23][CH2:24]2)[CH2:18]1)=[O:8].